Dataset: Full USPTO retrosynthesis dataset with 1.9M reactions from patents (1976-2016). Task: Predict the reactants needed to synthesize the given product. (1) The reactants are: [CH2:1]([O:3][C:4]([CH:6]1[CH2:14][C:13]2[C:8](=[CH:9][CH:10]=[C:11](Br)[CH:12]=2)[N:7]1[CH3:16])=[O:5])[CH3:2].[B:17]1([B:17]2[O:21][C:20]([CH3:23])([CH3:22])[C:19]([CH3:25])([CH3:24])[O:18]2)[O:21][C:20]([CH3:23])([CH3:22])[C:19]([CH3:25])([CH3:24])[O:18]1.C([O-])(=O)C.[K+]. Given the product [CH2:1]([O:3][C:4]([CH:6]1[CH2:14][C:13]2[C:8](=[CH:9][CH:10]=[C:11]([B:17]3[O:21][C:20]([CH3:23])([CH3:22])[C:19]([CH3:25])([CH3:24])[O:18]3)[CH:12]=2)[N:7]1[CH3:16])=[O:5])[CH3:2], predict the reactants needed to synthesize it. (2) Given the product [C:17]1([C:26]2[CH:27]=[CH:28][CH:29]=[CH:30][CH:31]=2)[CH:22]=[CH:21][CH:20]=[CH:19][C:18]=1[C:2]1[CH:14]=[CH:13][C:12]2[C:11]3[CH:10]=[N:9][CH:8]=[N:7][C:6]=3[C:5]([CH3:16])([CH3:15])[C:4]=2[CH:3]=1, predict the reactants needed to synthesize it. The reactants are: Br[C:2]1[CH:14]=[CH:13][C:12]2[C:11]3[CH:10]=[N:9][CH:8]=[N:7][C:6]=3[C:5]([CH3:16])([CH3:15])[C:4]=2[CH:3]=1.[C:17]1([C:26]2[CH:31]=[CH:30][CH:29]=[CH:28][CH:27]=2)[CH:22]=[CH:21][CH:20]=[CH:19][C:18]=1B(O)O.C([O-])([O-])=O.[Na+].[Na+].CCO.